The task is: Predict the reaction yield, written as a fraction of the theoretical maximum amount of product (1.0 means a 100% yield; for example, 0.34 means a 34% yield).. This data is from Reaction yield outcomes from USPTO patents with 853,638 reactions. (1) The reactants are [F:1][C:2]1[CH:7]=[CH:6][CH:5]=[C:4]([F:8])[C:3]=1[C:9]1[NH:10][C:11]2[C:16]([CH:17]=1)=[CH:15][C:14](B1OC(C)(C)C(C)(C)O1)=[CH:13][CH:12]=2.[CH3:27][C:28]1[S:32][C:31]([C:33]2[CH:38]=[N:37][CH:36]=[CH:35][N:34]=2)=[N:30][C:29]=1OS(C(F)(F)F)(=O)=O.C(=O)([O-])[O-].[K+].[K+].O1CCOCC1. The catalyst is C1C=CC(P(C2C=CC=CC=2)[C-]2C=CC=C2)=CC=1.C1C=CC(P(C2C=CC=CC=2)[C-]2C=CC=C2)=CC=1.Cl[Pd]Cl.[Fe+2].O. The product is [F:8][C:4]1[CH:5]=[CH:6][CH:7]=[C:2]([F:1])[C:3]=1[C:9]1[NH:10][C:11]2[C:16]([CH:17]=1)=[CH:15][C:14]([C:29]1[N:30]=[C:31]([C:33]3[CH:38]=[N:37][CH:36]=[CH:35][N:34]=3)[S:32][C:28]=1[CH3:27])=[CH:13][CH:12]=2. The yield is 0.386. (2) The reactants are [CH3:1][C:2]1([CH3:21])[CH:6]([C:7]2[CH:12]=[CH:11][CH:10]=[CH:9][CH:8]=2)[C:5]2[C:13]([CH3:20])=[C:14]([NH2:19])[C:15]([CH3:18])=[C:16]([CH3:17])[C:4]=2[O:3]1.[Cl:22][C:23]1[CH:24]=[C:25]2[C:30](=O)[O:29][C:27](=[O:28])[C:26]2=[CH:32][C:33]=1[Cl:34].C(N=C=NCCCN(C)C)C.ON1C2C=CC=CC=2N=N1.[OH-].[Na+]. The catalyst is O1CCCC1.O. The product is [Cl:22][C:23]1[CH:24]=[C:25]2[C:26](=[CH:32][C:33]=1[Cl:34])[C:27](=[O:28])[N:19]([C:14]1[C:15]([CH3:18])=[C:16]([CH3:17])[C:4]3[O:3][C:2]([CH3:21])([CH3:1])[CH:6]([C:7]4[CH:8]=[CH:9][CH:10]=[CH:11][CH:12]=4)[C:5]=3[C:13]=1[CH3:20])[C:30]2=[O:29]. The yield is 0.680. (3) The yield is 0.950. The reactants are CC([O-])(C)C.[Na+].[CH2:7]([NH:11][CH2:12][CH2:13][CH2:14][CH3:15])[CH2:8][CH2:9][CH3:10].Cl[C:17]1[CH:22]=[CH:21][C:20]([CH3:23])=[CH:19][CH:18]=1. The product is [CH2:7]([N:11]([CH2:12][CH2:13][CH2:14][CH3:15])[C:17]1[CH:22]=[CH:21][C:20]([CH3:23])=[CH:19][CH:18]=1)[CH2:8][CH2:9][CH3:10]. The catalyst is C1C=CC(/C=C/C(/C=C/C2C=CC=CC=2)=O)=CC=1.C1C=CC(/C=C/C(/C=C/C2C=CC=CC=2)=O)=CC=1.C1C=CC(/C=C/C(/C=C/C2C=CC=CC=2)=O)=CC=1.[Pd].[Pd].C1(C)C=CC=CC=1.